Dataset: Full USPTO retrosynthesis dataset with 1.9M reactions from patents (1976-2016). Task: Predict the reactants needed to synthesize the given product. Given the product [CH3:1][C:2]1[C:10]([B:11]2[O:15][C:14]([CH3:16])([CH3:17])[C:13]([CH3:18])([CH3:19])[O:12]2)=[CH:9][CH:8]=[CH:7][C:3]=1[C:4]([NH:32][C:28]1[CH:29]=[CH:30][CH:31]=[C:26]([C:25]([F:24])([F:33])[F:34])[CH:27]=1)=[O:5], predict the reactants needed to synthesize it. The reactants are: [CH3:1][C:2]1[C:10]([B:11]2[O:15][C:14]([CH3:17])([CH3:16])[C:13]([CH3:19])([CH3:18])[O:12]2)=[CH:9][CH:8]=[CH:7][C:3]=1[C:4](O)=[O:5].S(Cl)(Cl)=O.[F:24][C:25]([F:34])([F:33])[C:26]1[CH:27]=[C:28]([NH2:32])[CH:29]=[CH:30][CH:31]=1.C(N(CC)CC)C.